This data is from Tyrosyl-DNA phosphodiesterase HTS with 341,365 compounds. The task is: Binary Classification. Given a drug SMILES string, predict its activity (active/inactive) in a high-throughput screening assay against a specified biological target. (1) The drug is o1c(c(nc1c1ccc(OCC)cc1)Cn1c2n(nc(c2c(cc1=O)C)C)c1ccc(cc1)C)C. The result is 0 (inactive). (2) The drug is O(c1ccc(CNC(=O)c2nccnc2)cc1)C. The result is 0 (inactive).